From a dataset of Reaction yield outcomes from USPTO patents with 853,638 reactions. Predict the reaction yield, written as a fraction of the theoretical maximum amount of product (1.0 means a 100% yield; for example, 0.34 means a 34% yield). The reactants are [Cl:1][C:2]1[CH:3]=[CH:4][C:5]([CH3:15])=[C:6]([C:8]2[C:12]([NH2:13])=[CH:11][N:10]([CH3:14])[N:9]=2)[CH:7]=1.[Cl:16][C:17]1[CH:22]=[CH:21][N:20]2[N:23]=[CH:24][C:25]([C:26](Cl)=[O:27])=[C:19]2[N:18]=1.C(N(CC)CC)C. The catalyst is ClCCl. The product is [Cl:16][C:17]1[CH:22]=[CH:21][N:20]2[N:23]=[CH:24][C:25]([C:26]([NH:13][C:12]3[C:8]([C:6]4[CH:7]=[C:2]([Cl:1])[CH:3]=[CH:4][C:5]=4[CH3:15])=[N:9][N:10]([CH3:14])[CH:11]=3)=[O:27])=[C:19]2[N:18]=1. The yield is 0.870.